The task is: Predict the product of the given reaction.. This data is from Forward reaction prediction with 1.9M reactions from USPTO patents (1976-2016). (1) The product is: [NH:27]1[CH2:28][CH2:29][O:30][CH:25]([C:22]2[CH:23]=[CH:24][C:19]([NH:18][C:10]3[N:9]=[C:8]([CH2:7][CH2:6][C:5]4[CH:38]=[CH:39][CH:40]=[CH:41][C:4]=4[CH2:3][C:2]([NH2:1])=[O:42])[C:13]([C:14]([F:17])([F:15])[F:16])=[CH:12][N:11]=3)=[CH:20][CH:21]=2)[CH2:26]1. Given the reactants [NH2:1][C:2](=[O:42])[CH2:3][C:4]1[CH:41]=[CH:40][CH:39]=[CH:38][C:5]=1[CH2:6][CH2:7][C:8]1[C:13]([C:14]([F:17])([F:16])[F:15])=[CH:12][N:11]=[C:10]([NH:18][C:19]2[CH:24]=[CH:23][C:22]([CH:25]3[O:30][CH2:29][CH2:28][N:27](C(OC(C)(C)C)=O)[CH2:26]3)=[CH:21][CH:20]=2)[N:9]=1.C(O)(C(F)(F)F)=O, predict the reaction product. (2) The product is: [Br:26][C:14]1[C:15]2[C:20]([C:7]([C:1]3[CH:2]=[CH:3][CH:4]=[CH:5][CH:6]=3)=[C:8]3[C:13]=1[CH:12]=[CH:11][CH:10]=[CH:9]3)=[CH:19][CH:18]=[CH:17][CH:16]=2. Given the reactants [C:1]1([C:7]2[C:8]3[C:13]([CH:14]=[C:15]4[C:20]=2[CH:19]=[CH:18][CH:17]=[CH:16]4)=[CH:12][CH:11]=[CH:10][CH:9]=3)[CH:6]=[CH:5][CH:4]=[CH:3][CH:2]=1.C(Cl)(Cl)(Cl)Cl.[Br:26]Br.S([O-])([O-])(=O)=S.[Na+].[Na+], predict the reaction product. (3) The product is: [N:5]1([S:9]([C:12]2[C:13]([OH:20])=[C:14]([NH:15][C:29]([NH:28][C:23]3[CH:24]=[CH:25][CH:26]=[CH:27][C:22]=3[Br:21])=[O:30])[CH:16]=[CH:17][C:18]=2[Cl:19])(=[O:11])=[O:10])[CH2:8][CH2:7][CH2:6]1. Given the reactants NC(N)=O.[N:5]1([S:9]([C:12]2[C:13]([OH:20])=[C:14]([CH:16]=[CH:17][C:18]=2[Cl:19])[NH2:15])(=[O:11])=[O:10])[CH2:8][CH2:7][CH2:6]1.[Br:21][C:22]1[CH:27]=[CH:26][CH:25]=[CH:24][C:23]=1[N:28]=[C:29]=[O:30], predict the reaction product. (4) Given the reactants [CH2:1]([O:8][C:9]1[CH:10]=[C:11]([CH2:15][CH2:16][NH:17][CH:18]2[CH2:22][CH2:21][O:20][CH2:19]2)[CH:12]=[CH:13][CH:14]=1)[C:2]1[CH:7]=[CH:6][CH:5]=[CH:4][CH:3]=1.C(N(CC)CC)C.Cl[CH2:31][C:32]([N:34]([CH3:36])[CH3:35])=[O:33], predict the reaction product. The product is: [CH2:1]([O:8][C:9]1[CH:10]=[C:11]([CH2:15][CH2:16][N:17]([CH:18]2[CH2:22][CH2:21][O:20][CH2:19]2)[CH2:31][C:32]([N:34]([CH3:36])[CH3:35])=[O:33])[CH:12]=[CH:13][CH:14]=1)[C:2]1[CH:7]=[CH:6][CH:5]=[CH:4][CH:3]=1.